From a dataset of NCI-60 drug combinations with 297,098 pairs across 59 cell lines. Regression. Given two drug SMILES strings and cell line genomic features, predict the synergy score measuring deviation from expected non-interaction effect. (1) Drug 1: CC1C(C(CC(O1)OC2CC(CC3=C2C(=C4C(=C3O)C(=O)C5=C(C4=O)C(=CC=C5)OC)O)(C(=O)C)O)N)O.Cl. Drug 2: CC1=C(C(CCC1)(C)C)C=CC(=CC=CC(=CC(=O)O)C)C. Cell line: MCF7. Synergy scores: CSS=27.0, Synergy_ZIP=-10.7, Synergy_Bliss=-3.17, Synergy_Loewe=-2.96, Synergy_HSA=-1.54. (2) Drug 1: CCCS(=O)(=O)NC1=C(C(=C(C=C1)F)C(=O)C2=CNC3=C2C=C(C=N3)C4=CC=C(C=C4)Cl)F. Drug 2: CC1OCC2C(O1)C(C(C(O2)OC3C4COC(=O)C4C(C5=CC6=C(C=C35)OCO6)C7=CC(=C(C(=C7)OC)O)OC)O)O. Cell line: RXF 393. Synergy scores: CSS=25.2, Synergy_ZIP=-2.37, Synergy_Bliss=2.29, Synergy_Loewe=2.40, Synergy_HSA=5.22. (3) Drug 1: CNC(=O)C1=NC=CC(=C1)OC2=CC=C(C=C2)NC(=O)NC3=CC(=C(C=C3)Cl)C(F)(F)F. Drug 2: C1CC(=O)NC(=O)C1N2C(=O)C3=CC=CC=C3C2=O. Cell line: KM12. Synergy scores: CSS=6.45, Synergy_ZIP=-3.45, Synergy_Bliss=-4.44, Synergy_Loewe=-3.36, Synergy_HSA=-2.92.